Dataset: Forward reaction prediction with 1.9M reactions from USPTO patents (1976-2016). Task: Predict the product of the given reaction. (1) Given the reactants C1C=CC2SN=C(N3CCNCC3)C=2C=1.Cl.[C:17]([O-:20])([O-:19])=[O:18].[Na+:21].[Na+].[O-:23][S:24]([O-:27])(=[O:26])=[O:25].[Na+].[Na+].C1C=CC2SN=C(N3CCN(CCC4C=C5CC(=O)NC5=CC=4Cl)CC3)C=2C=1, predict the reaction product. The product is: [OH2:18].[C:17]([O-:20])([O-:19])=[O:18].[Na+:21].[Na+:21].[O-:26][S:24]([O-:27])(=[O:25])=[O:23].[Na+:21].[Na+:21]. (2) Given the reactants [F:1][C:2]1[CH:3]=[C:4]([C:8]2[N:12]=[C:11]([CH:13]3[CH2:18][CH:17]([C:19]4[CH:24]=[CH:23][C:22]([O:25][C:26]([F:29])([F:28])[F:27])=[CH:21][CH:20]=4)[CH2:16][NH:15][CH2:14]3)[O:10][N:9]=2)[CH:5]=[CH:6][CH:7]=1.[C:30]([O:34][C:35]([NH:37][C:38]([CH3:43])([C:40](O)=[O:41])[CH3:39])=[O:36])([CH3:33])([CH3:32])[CH3:31], predict the reaction product. The product is: [F:1][C:2]1[CH:3]=[C:4]([C:8]2[N:12]=[C:11]([CH:13]3[CH2:18][CH:17]([C:19]4[CH:24]=[CH:23][C:22]([O:25][C:26]([F:29])([F:27])[F:28])=[CH:21][CH:20]=4)[CH2:16][N:15]([C:40](=[O:41])[C:38]([NH:37][C:35](=[O:36])[O:34][C:30]([CH3:33])([CH3:32])[CH3:31])([CH3:43])[CH3:39])[CH2:14]3)[O:10][N:9]=2)[CH:5]=[CH:6][CH:7]=1. (3) The product is: [Cl:1][C:2]1[CH:7]=[CH:6][C:5]([N+:8]([O-:10])=[O:9])=[CH:4][C:3]=1[C:14]1[CH:15]=[CH:16][CH:17]=[CH:18][N:13]=1. Given the reactants [Cl:1][C:2]1[CH:7]=[CH:6][C:5]([N+:8]([O-:10])=[O:9])=[CH:4][C:3]=1I.[Br-].[N:13]1[CH:18]=[CH:17][CH:16]=[CH:15][C:14]=1[Zn+], predict the reaction product. (4) Given the reactants [CH3:1][O:2][C:3]1[CH:17]=[CH:16][C:6]2[CH2:7][NH:8][C:9]3[CH:15]=[CH:14][CH:13]=[CH:12][C:10]=3[O:11][C:5]=2[CH:4]=1.[H-].[Na+].Br[CH2:21][C:22]([O:24][CH2:25][CH3:26])=[O:23], predict the reaction product. The product is: [CH2:25]([O:24][C:22](=[O:23])[CH2:21][N:8]1[CH2:7][C:6]2[CH:16]=[CH:17][C:3]([O:2][CH3:1])=[CH:4][C:5]=2[O:11][C:10]2[CH:12]=[CH:13][CH:14]=[CH:15][C:9]1=2)[CH3:26]. (5) Given the reactants [O-:1][CH2:2][CH3:3].[Na+].[CH2:5]([O:12][C:13]([NH:15][CH:16]1[CH2:25][C:24]2[C:19](=[CH:20][CH:21]=[CH:22][CH:23]=2)[C:18](=O)[CH2:17]1)=[O:14])[C:6]1[CH:11]=[CH:10][CH:9]=[CH:8][CH:7]=1.[CH2:27]([OH:29])[CH3:28], predict the reaction product. The product is: [CH2:5]([O:12][C:13]([NH:15][CH:16]1[CH2:25][C:24]2[C:19](=[CH:20][CH:21]=[CH:22][CH:23]=2)[C:18](=[CH:3][C:2]([O:29][CH2:27][CH3:28])=[O:1])[CH2:17]1)=[O:14])[C:6]1[CH:11]=[CH:10][CH:9]=[CH:8][CH:7]=1. (6) Given the reactants C([N:8]1[CH2:13][CH2:12][C:11]2[NH:14][N:15]=[C:16]([C:17]3[NH:18][C:19]4[C:20]([N:33]=3)=[CH:21][C:22]3[C:23]([CH3:32])([CH3:31])[C:24](=[O:30])[N:25]([CH2:28][CH3:29])[C:26]=3[CH:27]=4)[C:10]=2[CH2:9]1)C1C=CC=CC=1, predict the reaction product. The product is: [CH2:28]([N:25]1[C:26]2[CH:27]=[C:19]3[NH:18][C:17]([C:16]4[C:10]5[CH2:9][NH:8][CH2:13][CH2:12][C:11]=5[NH:14][N:15]=4)=[N:33][C:20]3=[CH:21][C:22]=2[C:23]([CH3:32])([CH3:31])[C:24]1=[O:30])[CH3:29]. (7) Given the reactants [BH4-].[Na+].[CH3:3][C:4]1[C:5]([N+:14]([O-:16])=[O:15])=[C:6]([CH:11]=[CH:12][CH:13]=1)[C:7](OC)=[O:8].CO.C(OC(C)C)(C)C, predict the reaction product. The product is: [OH:8][CH2:7][C:6]1[C:5]([N+:14]([O-:16])=[O:15])=[C:4]([CH3:3])[CH:13]=[CH:12][CH:11]=1. (8) Given the reactants CN(C(ON1N=NC2C=[CH:13][CH:14]=[N:15][C:10]1=2)=[N+](C)C)C.F[P-](F)(F)(F)(F)F.[CH2:25]([N:27]1[CH:31]=[CH:30][C:29]([NH:32][C:33]([C:35]2[CH:36]=[C:37]([O:47][C:48]3[N:49]=[CH:50][C:51]([C:54]([OH:56])=O)=[N:52][CH:53]=3)[CH:38]=[C:39]([O:41][C@@H:42]([CH3:46])[CH2:43][O:44][CH3:45])[CH:40]=2)=[O:34])=[N:28]1)[CH3:26].Cl.N1CCC1.CCN(C(C)C)C(C)C, predict the reaction product. The product is: [N:15]1([C:54]([C:51]2[N:52]=[CH:53][C:48]([O:47][C:37]3[CH:36]=[C:35]([CH:40]=[C:39]([O:41][C@@H:42]([CH3:46])[CH2:43][O:44][CH3:45])[CH:38]=3)[C:33]([NH:32][C:29]3[CH:30]=[CH:31][N:27]([CH2:25][CH3:26])[N:28]=3)=[O:34])=[N:49][CH:50]=2)=[O:56])[CH2:14][CH2:13][CH2:10]1. (9) Given the reactants [O:1]1[C:5]2[CH:6]=[CH:7][C:8]([C:10]3([C:13]([NH:15][C:16]4[CH:17]=[C:18]5[C:22](=[CH:23][CH:24]=4)[NH:21][C:20]([C:25]([CH3:28])([CH3:27])[CH3:26])=[C:19]5[CH:29]=O)=[O:14])[CH2:12][CH2:11]3)=[CH:9][C:4]=2[O:3][CH2:2]1.Cl.[NH2:32][OH:33], predict the reaction product. The product is: [O:1]1[C:5]2[CH:6]=[CH:7][C:8]([C:10]3([C:13]([NH:15][C:16]4[CH:17]=[C:18]5[C:22](=[CH:23][CH:24]=4)[NH:21][C:20]([C:25]([CH3:28])([CH3:26])[CH3:27])=[C:19]5/[CH:29]=[N:32]\[OH:33])=[O:14])[CH2:12][CH2:11]3)=[CH:9][C:4]=2[O:3][CH2:2]1.